This data is from NCI-60 drug combinations with 297,098 pairs across 59 cell lines. The task is: Regression. Given two drug SMILES strings and cell line genomic features, predict the synergy score measuring deviation from expected non-interaction effect. (1) Drug 1: C1=CC(=CC=C1C#N)C(C2=CC=C(C=C2)C#N)N3C=NC=N3. Drug 2: CC1CCC2CC(C(=CC=CC=CC(CC(C(=O)C(C(C(=CC(C(=O)CC(OC(=O)C3CCCCN3C(=O)C(=O)C1(O2)O)C(C)CC4CCC(C(C4)OC)O)C)C)O)OC)C)C)C)OC. Cell line: MDA-MB-435. Synergy scores: CSS=13.8, Synergy_ZIP=-3.81, Synergy_Bliss=3.11, Synergy_Loewe=-4.30, Synergy_HSA=3.06. (2) Drug 1: CCCS(=O)(=O)NC1=C(C(=C(C=C1)F)C(=O)C2=CNC3=C2C=C(C=N3)C4=CC=C(C=C4)Cl)F. Drug 2: CC1CCC2CC(C(=CC=CC=CC(CC(C(=O)C(C(C(=CC(C(=O)CC(OC(=O)C3CCCCN3C(=O)C(=O)C1(O2)O)C(C)CC4CCC(C(C4)OC)OCCO)C)C)O)OC)C)C)C)OC. Cell line: SK-OV-3. Synergy scores: CSS=33.6, Synergy_ZIP=6.17, Synergy_Bliss=10.7, Synergy_Loewe=-5.87, Synergy_HSA=10.2.